This data is from Peptide-MHC class II binding affinity with 134,281 pairs from IEDB. The task is: Regression. Given a peptide amino acid sequence and an MHC pseudo amino acid sequence, predict their binding affinity value. This is MHC class II binding data. (1) The peptide sequence is CDASILIDPLSNQSA. The MHC is DRB1_0901 with pseudo-sequence DRB1_0901. The binding affinity (normalized) is 0.238. (2) The peptide sequence is AAATAGTTVLGAFAA. The MHC is HLA-DQA10401-DQB10402 with pseudo-sequence HLA-DQA10401-DQB10402. The binding affinity (normalized) is 0.525. (3) The peptide sequence is AAATAGTTVYIAFAA. The MHC is HLA-DPA10103-DPB10601 with pseudo-sequence HLA-DPA10103-DPB10601. The binding affinity (normalized) is 0.112. (4) The peptide sequence is KEDFLRCLVKEIPPR. The MHC is DRB4_0101 with pseudo-sequence DRB4_0103. The binding affinity (normalized) is 0.252.